Predict the reactants needed to synthesize the given product. From a dataset of Full USPTO retrosynthesis dataset with 1.9M reactions from patents (1976-2016). The reactants are: COC1C=CC(C[NH:8][CH:9]2[CH2:18][CH2:17][C:12]3([O:16][CH2:15][CH2:14][O:13]3)[CH2:11][C:10]2([CH3:20])[CH3:19])=CC=1. Given the product [CH3:19][C:10]1([CH3:20])[CH:9]([NH2:8])[CH2:18][CH2:17][C:12]2([O:13][CH2:14][CH2:15][O:16]2)[CH2:11]1, predict the reactants needed to synthesize it.